This data is from Retrosynthesis with 50K atom-mapped reactions and 10 reaction types from USPTO. The task is: Predict the reactants needed to synthesize the given product. (1) Given the product COC(=O)COc1ccc(C(F)(F)F)cc1Br, predict the reactants needed to synthesize it. The reactants are: COC(=O)CBr.Oc1ccc(C(F)(F)F)cc1Br. (2) Given the product CC(C)(C)OC(=O)NCCC[C@@H](CO)NC(=O)OCc1ccccc1, predict the reactants needed to synthesize it. The reactants are: CC(C)(C)OC(=O)NCCC[C@H](NC(=O)OCc1ccccc1)C(=O)O. (3) The reactants are: Cc1ccc(Oc2ccc3nc(NC(=O)C4CC4)cn3n2)cc1N.Cn1nccc1C(=O)O. Given the product Cc1ccc(Oc2ccc3nc(NC(=O)C4CC4)cn3n2)cc1NC(=O)c1ccnn1C, predict the reactants needed to synthesize it. (4) Given the product N#C[C@@H]1C[C@H](F)CN1C(=O)[C@@H]1Cc2ccccc2CN1, predict the reactants needed to synthesize it. The reactants are: CC(C)(C)OC(=O)N1Cc2ccccc2C[C@H]1C(=O)N1C[C@@H](F)C[C@H]1C#N.